From a dataset of NCI-60 drug combinations with 297,098 pairs across 59 cell lines. Regression. Given two drug SMILES strings and cell line genomic features, predict the synergy score measuring deviation from expected non-interaction effect. (1) Drug 1: C1CCC(C1)C(CC#N)N2C=C(C=N2)C3=C4C=CNC4=NC=N3. Drug 2: CCCCC(=O)OCC(=O)C1(CC(C2=C(C1)C(=C3C(=C2O)C(=O)C4=C(C3=O)C=CC=C4OC)O)OC5CC(C(C(O5)C)O)NC(=O)C(F)(F)F)O. Cell line: UACC62. Synergy scores: CSS=-3.19, Synergy_ZIP=5.87, Synergy_Bliss=4.81, Synergy_Loewe=-6.39, Synergy_HSA=-4.72. (2) Drug 1: CCC(=C(C1=CC=CC=C1)C2=CC=C(C=C2)OCCN(C)C)C3=CC=CC=C3.C(C(=O)O)C(CC(=O)O)(C(=O)O)O. Drug 2: CC=C1C(=O)NC(C(=O)OC2CC(=O)NC(C(=O)NC(CSSCCC=C2)C(=O)N1)C(C)C)C(C)C. Cell line: SF-295. Synergy scores: CSS=34.7, Synergy_ZIP=-4.64, Synergy_Bliss=0.0258, Synergy_Loewe=-81.9, Synergy_HSA=-2.35. (3) Drug 1: COC1=C(C=C2C(=C1)N=CN=C2NC3=CC(=C(C=C3)F)Cl)OCCCN4CCOCC4. Drug 2: CC(C)NC(=O)C1=CC=C(C=C1)CNNC.Cl. Cell line: RPMI-8226. Synergy scores: CSS=0.357, Synergy_ZIP=7.97, Synergy_Bliss=12.9, Synergy_Loewe=-10.6, Synergy_HSA=1.58. (4) Drug 1: C1CNP(=O)(OC1)N(CCCl)CCCl. Drug 2: CCN(CC)CCNC(=O)C1=C(NC(=C1C)C=C2C3=C(C=CC(=C3)F)NC2=O)C. Cell line: SK-OV-3. Synergy scores: CSS=51.7, Synergy_ZIP=9.41, Synergy_Bliss=10.6, Synergy_Loewe=-25.6, Synergy_HSA=6.74. (5) Cell line: SF-268. Drug 2: CCN(CC)CCNC(=O)C1=C(NC(=C1C)C=C2C3=C(C=CC(=C3)F)NC2=O)C. Drug 1: CC1=C(C=C(C=C1)C(=O)NC2=CC(=CC(=C2)C(F)(F)F)N3C=C(N=C3)C)NC4=NC=CC(=N4)C5=CN=CC=C5. Synergy scores: CSS=-11.3, Synergy_ZIP=0.875, Synergy_Bliss=-4.81, Synergy_Loewe=-15.8, Synergy_HSA=-13.5.